Task: Predict which catalyst facilitates the given reaction.. Dataset: Catalyst prediction with 721,799 reactions and 888 catalyst types from USPTO (1) Reactant: [F:1][C:2]1[CH:3]=[CH:4][C:5]2[NH:14][C:13](=O)[CH2:12][N:11]3[C:7](=[N:8][CH:9]=[N:10]3)[C:6]=2[CH:16]=1.CN(C)C1C=CC(C)=CC=1.P(Cl)(Cl)([Cl:29])=O.C(=O)([O-])O.[Na+]. Product: [Cl:29][C:13]1[CH2:12][N:11]2[C:7](=[N:8][CH:9]=[N:10]2)[C:6]2[CH:16]=[C:2]([F:1])[CH:3]=[CH:4][C:5]=2[N:14]=1. The catalyst class is: 22. (2) Reactant: [CH2:1]([N:8]1[CH:12]=[C:11]([C:13]2[NH:21][C:20]3[C:19](=[O:22])[N:18]([CH2:23][CH2:24][CH3:25])[C:17]([Cl:26])=[N:16][C:15]=3[N:14]=2)[CH:10]=[N:9]1)[C:2]1[CH:7]=[CH:6][CH:5]=[CH:4][CH:3]=1.C([O-])([O-])=O.[K+].[K+].[CH3:33][Si:34]([CH2:37][CH2:38][O:39][CH2:40]Cl)([CH3:36])[CH3:35].O. Product: [CH2:1]([N:8]1[CH:12]=[C:11]([C:13]2[N:21]([CH2:40][O:39][CH2:38][CH2:37][Si:34]([CH3:36])([CH3:35])[CH3:33])[C:20]3[C:19](=[O:22])[N:18]([CH2:23][CH2:24][CH3:25])[C:17]([Cl:26])=[N:16][C:15]=3[N:14]=2)[CH:10]=[N:9]1)[C:2]1[CH:7]=[CH:6][CH:5]=[CH:4][CH:3]=1. The catalyst class is: 3. (3) Reactant: [Cl:1][C:2]1[CH:3]=[CH:4][C:5]([O:20][CH2:21][C:22]2[CH:27]=[CH:26][CH:25]=[CH:24][CH:23]=2)=[C:6]([CH2:8][C:9]2[N:14]=[C:13]([C:15]([O:17]CC)=[O:16])[CH:12]=[CH:11][CH:10]=2)[CH:7]=1.[OH-].[Na+]. Product: [Cl:1][C:2]1[CH:3]=[CH:4][C:5]([O:20][CH2:21][C:22]2[CH:27]=[CH:26][CH:25]=[CH:24][CH:23]=2)=[C:6]([CH2:8][C:9]2[N:14]=[C:13]([C:15]([OH:17])=[O:16])[CH:12]=[CH:11][CH:10]=2)[CH:7]=1. The catalyst class is: 8. (4) Reactant: C12(CS(O)(=O)=O)C(C)(C)C(CC1)CC2=O.[CH2:16]([O:23][C:24]([N:26]1[CH2:31][CH2:30][CH:29]([NH:32][C:33]([C@@H:35]2[CH2:40][CH2:39][C:38](=[N:41][O:42][CH2:43][C:44]3[CH:49]=[CH:48][CH:47]=[CH:46][CH:45]=3)[CH2:37][NH:36]2)=[O:34])[CH2:28][CH2:27]1)=[O:25])[C:17]1[CH:22]=[CH:21][CH:20]=[CH:19][CH:18]=1.C(=O)([O-])O.[Na+]. Product: [CH2:16]([O:23][C:24]([N:26]1[CH2:31][CH2:30][CH:29]([NH:32][C:33]([C@@H:35]2[CH2:40][CH2:39][C@@H:38]([NH:41][O:42][CH2:43][C:44]3[CH:49]=[CH:48][CH:47]=[CH:46][CH:45]=3)[CH2:37][NH:36]2)=[O:34])[CH2:28][CH2:27]1)=[O:25])[C:17]1[CH:22]=[CH:21][CH:20]=[CH:19][CH:18]=1. The catalyst class is: 7. (5) Reactant: C1(P(C2C=CC=CC=2)C2C=CC=CC=2)C=CC=CC=1.CC(OC(/N=N/C(OC(C)C)=O)=O)C.[Cl:34][C:35]1[C:40]([F:41])=[CH:39][CH:38]=[C:37]([Cl:42])[C:36]=1[CH:43]([OH:45])[CH3:44].O[C:47]1[C:48]([N+:53]([O-:55])=[O:54])=[N:49][CH:50]=[CH:51][CH:52]=1.[NH4+].[Cl-]. Product: [Cl:34][C:35]1[C:40]([F:41])=[CH:39][CH:38]=[C:37]([Cl:42])[C:36]=1[CH:43]([O:45][C:47]1[C:48]([N+:53]([O-:55])=[O:54])=[N:49][CH:50]=[CH:51][CH:52]=1)[CH3:44]. The catalyst class is: 1. (6) Reactant: [Cl:1][C:2]1[C:7]([N:8]2[CH2:13][CH2:12][N:11]([CH2:14][CH2:15][N:16]([CH3:27])[S:17]([C:20]3[CH:25]=[CH:24][C:23]([F:26])=[CH:22][CH:21]=3)(=[O:19])=[O:18])[CH2:10][CH2:9]2)=[CH:6][CH:5]=[CH:4][N:3]=1.C(=O)([O-])[O-].[K+].[K+].B(O)O.[CH3:37][O:38][CH2:39][CH2:40]OC. Product: [ClH:1].[F:26][C:23]1[CH:24]=[CH:25][C:20]([S:17]([N:16]([CH2:15][CH2:14][N:11]2[CH2:12][CH2:13][N:8]([C:7]3[C:2]([C:6]4[CH:7]=[CH:2][C:40]([CH2:39][O:38][CH3:37])=[CH:4][CH:5]=4)=[N:3][CH:4]=[CH:5][CH:6]=3)[CH2:9][CH2:10]2)[CH3:27])(=[O:19])=[O:18])=[CH:21][CH:22]=1. The catalyst class is: 492. (7) Reactant: C([O:4][C:5]1[CH:6]=[C:7]2[C:12](=[CH:13][C:14]=1[O:15][CH3:16])[N:11]=[CH:10][N:9]=[C:8]2[NH:17][C:18]1[CH:23]=[CH:22][CH:21]=[C:20]([C:24]#[CH:25])[CH:19]=1)(=O)C.[OH-].[Na+].Cl. Product: [C:24]([C:20]1[CH:19]=[C:18]([NH:17][C:8]2[C:7]3[C:12](=[CH:13][C:14]([O:15][CH3:16])=[C:5]([OH:4])[CH:6]=3)[N:11]=[CH:10][N:9]=2)[CH:23]=[CH:22][CH:21]=1)#[CH:25]. The catalyst class is: 5.